From a dataset of Forward reaction prediction with 1.9M reactions from USPTO patents (1976-2016). Predict the product of the given reaction. (1) Given the reactants CON(C)[C:4]([C@@H:6]1[CH2:10][CH2:9][CH2:8][N:7]1[C:11]([O:13][C:14]([CH3:17])([CH3:16])[CH3:15])=[O:12])=[O:5].Br[Mg][C:21]1[CH:26]=[CH:25][C:24]([CH3:27])=[C:23]([F:28])[CH:22]=1.C([O-])(=O)CC(CC([O-])=O)(C([O-])=O)O, predict the reaction product. The product is: [F:28][C:23]1[CH:22]=[C:21]([CH:26]=[CH:25][C:24]=1[CH3:27])[C:4]([C@@H:6]1[CH2:10][CH2:9][CH2:8][N:7]1[C:11]([O:13][C:14]([CH3:15])([CH3:16])[CH3:17])=[O:12])=[O:5]. (2) Given the reactants C[Si](C)(C)[C:3]#[C:4][CH2:5][OH:6].[F:9][C:10]1[CH:11]=[C:12]2[C:16](=[CH:17][CH:18]=1)[N:15]([C:19]([C:21]1[CH:26]=[C:25]([N:27]3[CH2:32][CH2:31][CH:30]([N:33]4[C:41]5[C:36](=[N:37][CH:38]=[CH:39][CH:40]=5)[NH:35][C:34]4=[O:42])[CH2:29][CH2:28]3)[C:24](I)=[CH:23][N:22]=1)=[O:20])[CH2:14][CH2:13]2.[F-].C([N+](CCCC)(CCCC)CCCC)CCC.O, predict the reaction product. The product is: [F:9][C:10]1[CH:11]=[C:12]2[C:16](=[CH:17][CH:18]=1)[N:15]([C:19]([C:21]1[CH:26]=[C:25]([N:27]3[CH2:32][CH2:31][CH:30]([N:33]4[C:41]5[C:36](=[N:37][CH:38]=[CH:39][CH:40]=5)[NH:35][C:34]4=[O:42])[CH2:29][CH2:28]3)[C:24]([C:3]#[C:4][CH2:5][OH:6])=[CH:23][N:22]=1)=[O:20])[CH2:14][CH2:13]2.